From a dataset of Reaction yield outcomes from USPTO patents with 853,638 reactions. Predict the reaction yield, written as a fraction of the theoretical maximum amount of product (1.0 means a 100% yield; for example, 0.34 means a 34% yield). (1) The reactants are [C:1]([C:5]1[CH:6]=[C:7]([NH:37][S:38]([CH3:41])(=[O:40])=[O:39])[C:8]([O:35][CH3:36])=[C:9]([NH:11][C:12](=[O:34])[NH:13][C:14]2[C:23]3[C:18](=[CH:19][CH:20]=[CH:21][CH:22]=3)[C:17]([O:24][C:25]3[CH:30]=[CH:29][N:28]=[C:27]([C:31](O)=[O:32])[CH:26]=3)=[CH:16][CH:15]=2)[CH:10]=1)([CH3:4])([CH3:3])[CH3:2].Cl.[CH3:43][N:44](C)[CH2:45]CCN=C=NCC.C(N(CC)CC)C.CNC. The catalyst is CN(C=O)C.O. The product is [CH3:43][N:44]([CH3:45])[C:31]([C:27]1[CH:26]=[C:25]([O:24][C:17]2[C:18]3[C:23](=[CH:22][CH:21]=[CH:20][CH:19]=3)[C:14]([NH:13][C:12]([NH:11][C:9]3[CH:10]=[C:5]([C:1]([CH3:2])([CH3:3])[CH3:4])[CH:6]=[C:7]([NH:37][S:38]([CH3:41])(=[O:39])=[O:40])[C:8]=3[O:35][CH3:36])=[O:34])=[CH:15][CH:16]=2)[CH:30]=[CH:29][N:28]=1)=[O:32]. The yield is 0.700. (2) The reactants are [CH:1]1([N:4]2[C:8]([NH2:9])=[C:7]([I:10])[CH:6]=[N:5]2)[CH2:3][CH2:2]1.C(NC(C)C)(C)C.[C:18](Cl)(=[O:20])[CH3:19]. The catalyst is ClCCl. The product is [CH:1]1([N:4]2[C:8]([NH:9][C:18](=[O:20])[CH3:19])=[C:7]([I:10])[CH:6]=[N:5]2)[CH2:3][CH2:2]1. The yield is 0.920. (3) The reactants are Cl.[CH2:2]([N:9]1[CH2:14][CH2:13][C@@H:12]([O:15][CH3:16])[C@H:11]([NH:17]P(=O)(OCC)OCC)[CH2:10]1)[C:3]1[CH:8]=[CH:7][CH:6]=[CH:5][CH:4]=1.[OH-].[Na+].[CH3:28][C:29]([O:32][C:33](O[C:33]([O:32][C:29]([CH3:31])([CH3:30])[CH3:28])=[O:34])=[O:34])([CH3:31])[CH3:30]. The catalyst is O1CCOCC1.C1COCC1.C(OCC)(=O)C. The product is [CH2:2]([N:9]1[CH2:14][CH2:13][C@@H:12]([O:15][CH3:16])[C@H:11]([NH:17][C:33](=[O:34])[O:32][C:29]([CH3:31])([CH3:30])[CH3:28])[CH2:10]1)[C:3]1[CH:4]=[CH:5][CH:6]=[CH:7][CH:8]=1. The yield is 0.900. (4) The reactants are [NH2:1][C:2]1[CH:9]=[CH:8][CH:7]=[C:6]([O:10][CH2:11][CH:12]([CH3:14])[CH3:13])[C:3]=1[C:4]#[N:5].[C:15]([O:21][CH2:22][CH3:23])(=[O:20])[CH2:16][C:17]([CH3:19])=O.Cl[Sn](Cl)(Cl)Cl. The catalyst is C1(C)C=CC=CC=1. The product is [NH2:5][C:4]1[C:3]2[C:2](=[CH:9][CH:8]=[CH:7][C:6]=2[O:10][CH2:11][CH:12]([CH3:14])[CH3:13])[N:1]=[C:17]([CH3:19])[C:16]=1[C:15]([O:21][CH2:22][CH3:23])=[O:20]. The yield is 0.690. (5) The reactants are [OH:1][C:2]1[CH:11]=[C:10]2[C:5]([C:6]([O:12][C:13]3[CH:18]=[C:17]([CH3:19])[C:16]([CH3:20])=[CH:15][C:14]=3[C:21](=[O:23])[CH3:22])=[CH:7][CH:8]=[N:9]2)=[CH:4][C:3]=1[O:24][CH3:25].Br[CH2:27][CH2:28][Cl:29].C(=O)([O-])[O-].[K+].[K+].O. The catalyst is CN(C)C=O. The product is [Cl:29][CH2:28][CH2:27][O:1][C:2]1[CH:11]=[C:10]2[C:5]([C:6]([O:12][C:13]3[CH:18]=[C:17]([CH3:19])[C:16]([CH3:20])=[CH:15][C:14]=3[C:21](=[O:23])[CH3:22])=[CH:7][CH:8]=[N:9]2)=[CH:4][C:3]=1[O:24][CH3:25]. The yield is 0.680. (6) The yield is 0.570. The reactants are [N:1]([CH2:4][CH:5]1[CH2:9][C:8]2[CH:10]=[CH:11][CH:12]=[C:13]([C:14]3[CH:19]=[CH:18][CH:17]=[CH:16][C:15]=3[Cl:20])[C:7]=2[O:6]1)=[N+]=[N-]. The product is [Cl:20][C:15]1[CH:16]=[CH:17][CH:18]=[CH:19][C:14]=1[C:13]1[C:7]2[O:6][CH:5]([CH2:4][NH2:1])[CH2:9][C:8]=2[CH:10]=[CH:11][CH:12]=1. The catalyst is [Pt]. (7) The reactants are [CH3:1][C:2]1[C:11]([C:12]2[S:13][C:14]([C:23]3[N:27]=[CH:26][N:25](C4CCCCO4)[N:24]=3)=[C:15]([C:17]3[CH:22]=[CH:21][CH:20]=[CH:19][CH:18]=3)[N:16]=2)=[C:5]2[CH:6]=[C:7]([OH:10])[CH:8]=[CH:9][N:4]2[N:3]=1.I[CH2:35][CH2:36][O:37]C(=O)C1C=CC=CC=1.C(=O)([O-])[O-].[K+].[K+].CN(C)C=O. The yield is 0.810. The catalyst is O. The product is [CH3:1][C:2]1[C:11]([C:12]2[S:13][C:14]([C:23]3[NH:27][CH:26]=[N:25][N:24]=3)=[C:15]([C:17]3[CH:18]=[CH:19][CH:20]=[CH:21][CH:22]=3)[N:16]=2)=[C:5]2[CH:6]=[C:7]([O:10][CH2:35][CH2:36][OH:37])[CH:8]=[CH:9][N:4]2[N:3]=1. (8) The reactants are [F:1][C:2]1[CH:7]=[CH:6][C:5]([NH:8][C:9]2[C:17]3[C:16]4[CH2:18][NH:19][CH2:20][CH2:21][C:15]=4[NH:14][C:13]=3[N:12]=[CH:11][CH:10]=2)=[CH:4][CH:3]=1.[C:22](OC(=O)C)(=[O:24])[CH3:23].C(N(CC)CC)C. The catalyst is ClCCCl. The product is [F:1][C:2]1[CH:3]=[CH:4][C:5]([NH:8][C:9]2[C:17]3[C:16]4[CH2:18][N:19]([C:22](=[O:24])[CH3:23])[CH2:20][CH2:21][C:15]=4[NH:14][C:13]=3[N:12]=[CH:11][CH:10]=2)=[CH:6][CH:7]=1. The yield is 0.130. (9) The reactants are [NH2:1][C:2]1[CH:11]=[C:10]2[C:5]([CH:6]([CH2:19][CH3:20])[CH:7]([O:17][CH3:18])[N:8]([CH2:13][CH:14]3[CH2:16][CH2:15]3)[C:9]2=[O:12])=[CH:4][CH:3]=1.[Cl:21][C:22]1[CH:23]=[C:24]([NH:30][C:31]([CH2:33][CH:34]([CH3:39])[CH2:35][C:36](O)=[O:37])=[O:32])[CH:25]=[CH:26][C:27]=1[C:28]#[N:29].CCN(C(C)C)C(C)C.C(P1(=O)OP(CCC)(=O)OP(CCC)(=O)O1)CC. The catalyst is CN(C1C=CN=CC=1)C.C(OCC)(=O)C.O. The product is [Cl:21][C:22]1[CH:23]=[C:24]([NH:30][C:31](=[O:32])[CH2:33][CH:34]([CH3:39])[CH2:35][C:36]([NH:1][C:2]2[CH:11]=[C:10]3[C:5]([CH:6]([CH2:19][CH3:20])[CH:7]([O:17][CH3:18])[N:8]([CH2:13][CH:14]4[CH2:16][CH2:15]4)[C:9]3=[O:12])=[CH:4][CH:3]=2)=[O:37])[CH:25]=[CH:26][C:27]=1[C:28]#[N:29]. The yield is 0.640. (10) The reactants are [NH2:1][C:2]1[N:7]=[CH:6][C:5]([C:8]2[CH:9]=[C:10]([NH2:19])[C:11]([NH:14][C:15]([CH3:18])([CH3:17])[CH3:16])=[CH:12][CH:13]=2)=[CH:4][N:3]=1.[Cl:20][C:21]1[CH:28]=[CH:27][C:24]([CH:25]=O)=[C:23]([C:29]2[O:33][N:32]=[C:31]([CH3:34])[N:30]=2)[CH:22]=1.OOS([O-])=O.[K+]. The catalyst is CN(C=O)C.O. The product is [C:15]([N:14]1[C:11]2[CH:12]=[CH:13][C:8]([C:5]3[CH:4]=[N:3][C:2]([NH2:1])=[N:7][CH:6]=3)=[CH:9][C:10]=2[N:19]=[C:25]1[C:24]1[CH:27]=[CH:28][C:21]([Cl:20])=[CH:22][C:23]=1[C:29]1[O:33][N:32]=[C:31]([CH3:34])[N:30]=1)([CH3:16])([CH3:18])[CH3:17]. The yield is 0.500.